From a dataset of Reaction yield outcomes from USPTO patents with 853,638 reactions. Predict the reaction yield, written as a fraction of the theoretical maximum amount of product (1.0 means a 100% yield; for example, 0.34 means a 34% yield). (1) The reactants are [Cl:1][C:2]1[CH:3]=[C:4]([C@@H:8]([C@@H:17]2[CH2:22][CH2:21][CH2:20][NH:19][CH2:18]2)[O:9][CH2:10][CH2:11][NH:12][C:13](=[O:16])[O:14][CH3:15])[CH:5]=[CH:6][CH:7]=1.CCN(C(C)C)C(C)C.[CH2:32]([NH:36][C:37](=[O:69])[CH2:38][C@H:39]([O:61][Si](C(C)(C)C)(C)C)[C@@H:40]([NH:48][C:49](=O)[O:50]C1C=CC([N+]([O-])=O)=CC=1)[CH2:41][CH:42]1[CH2:47][CH2:46][CH2:45][CH2:44][CH2:43]1)[CH2:33][CH2:34][CH3:35]. The product is [CH2:32]([NH:36][C:37](=[O:69])[CH2:38][C@H:39]([OH:61])[C@@H:40]([NH:48][C:49]([N:19]1[CH2:20][CH2:21][CH2:22][C@@H:17]([C@H:8]([C:4]2[CH:5]=[CH:6][CH:7]=[C:2]([Cl:1])[CH:3]=2)[O:9][CH2:10][CH2:11][NH:12][C:13](=[O:16])[O:14][CH3:15])[CH2:18]1)=[O:50])[CH2:41][CH:42]1[CH2:47][CH2:46][CH2:45][CH2:44][CH2:43]1)[CH2:33][CH2:34][CH3:35]. The yield is 0.380. The catalyst is C(Cl)Cl.CCOCC. (2) The reactants are C[O-].[Na+].[C:4]([C:7]1[CH:14]=[CH:13][CH:12]=[CH:11][C:8]=1[CH:9]=[O:10])([OH:6])=O.[C:15]1([C:24]2[C:19](=[CH:20][CH:21]=[CH:22][CH:23]=2)[CH2:18]O1)=[O:16]. The catalyst is C(OCC)(=O)C. The product is [CH:20]1[C:19]2[C:18]3[C:9](=[O:10])[C:8]4[CH:11]=[CH:12][CH:13]=[CH:14][C:7]=4[C:4]=3[O:6][C:15](=[O:16])[C:24]=2[CH:23]=[CH:22][CH:21]=1. The yield is 0.860. (3) The reactants are [Cl:1][C:2]1[CH:7]=[C:6]([NH2:8])[C:5](I)=[CH:4][N:3]=1.C(N(CC)CC)C.[CH3:17][Si:18]([C:21]#[CH:22])([CH3:20])[CH3:19]. The catalyst is [Cu]I.Cl[Pd](Cl)([P](C1C=CC=CC=1)(C1C=CC=CC=1)C1C=CC=CC=1)[P](C1C=CC=CC=1)(C1C=CC=CC=1)C1C=CC=CC=1.O. The product is [Cl:1][C:2]1[CH:7]=[C:6]([NH2:8])[C:5]([C:22]#[C:21][Si:18]([CH3:20])([CH3:19])[CH3:17])=[CH:4][N:3]=1. The yield is 0.650. (4) The reactants are [C:1]([C:3]1[C:11]2[C:6](=[CH:7][C:8]([O:12]C)=[CH:9][CH:10]=2)[N:5]([CH2:14][CH3:15])[C:4]=1[C:16]1[CH:21]=[CH:20][C:19]([NH:22][S:23]([CH3:26])(=[O:25])=[O:24])=[CH:18][CH:17]=1)#[N:2].B(Br)(Br)Br.O. The catalyst is C(Cl)Cl. The product is [C:1]([C:3]1[C:11]2[C:6](=[CH:7][C:8]([OH:12])=[CH:9][CH:10]=2)[N:5]([CH2:14][CH3:15])[C:4]=1[C:16]1[CH:17]=[CH:18][C:19]([NH:22][S:23]([CH3:26])(=[O:24])=[O:25])=[CH:20][CH:21]=1)#[N:2]. The yield is 0.220.